This data is from NCI-60 drug combinations with 297,098 pairs across 59 cell lines. The task is: Regression. Given two drug SMILES strings and cell line genomic features, predict the synergy score measuring deviation from expected non-interaction effect. (1) Drug 1: COC1=C(C=C2C(=C1)N=CN=C2NC3=CC(=C(C=C3)F)Cl)OCCCN4CCOCC4. Drug 2: C1=CC=C(C=C1)NC(=O)CCCCCCC(=O)NO. Cell line: SF-295. Synergy scores: CSS=12.1, Synergy_ZIP=-3.64, Synergy_Bliss=-1.87, Synergy_Loewe=-1.82, Synergy_HSA=-1.71. (2) Drug 1: C1=C(C(=O)NC(=O)N1)F. Drug 2: C(=O)(N)NO. Cell line: HCT116. Synergy scores: CSS=34.4, Synergy_ZIP=-1.03, Synergy_Bliss=-5.95, Synergy_Loewe=-11.4, Synergy_HSA=-4.38. (3) Drug 1: CN(C)C1=NC(=NC(=N1)N(C)C)N(C)C. Drug 2: CC1=C2C(C(=O)C3(C(CC4C(C3C(C(C2(C)C)(CC1OC(=O)C(C(C5=CC=CC=C5)NC(=O)C6=CC=CC=C6)O)O)OC(=O)C7=CC=CC=C7)(CO4)OC(=O)C)O)C)OC(=O)C. Cell line: BT-549. Synergy scores: CSS=20.8, Synergy_ZIP=-2.73, Synergy_Bliss=-4.77, Synergy_Loewe=-47.8, Synergy_HSA=-8.42. (4) Drug 1: COC1=CC(=CC(=C1O)OC)C2C3C(COC3=O)C(C4=CC5=C(C=C24)OCO5)OC6C(C(C7C(O6)COC(O7)C8=CC=CS8)O)O. Drug 2: C1=NC2=C(N=C(N=C2N1C3C(C(C(O3)CO)O)F)Cl)N. Cell line: A498. Synergy scores: CSS=31.8, Synergy_ZIP=-2.77, Synergy_Bliss=-2.90, Synergy_Loewe=-1.12, Synergy_HSA=1.36. (5) Drug 1: CCC(=C(C1=CC=CC=C1)C2=CC=C(C=C2)OCCN(C)C)C3=CC=CC=C3.C(C(=O)O)C(CC(=O)O)(C(=O)O)O. Drug 2: C1CN(CCN1C(=O)CCBr)C(=O)CCBr. Cell line: SF-295. Synergy scores: CSS=31.2, Synergy_ZIP=-8.85, Synergy_Bliss=-4.31, Synergy_Loewe=-2.10, Synergy_HSA=-0.174.